This data is from Human liver microsome stability data. The task is: Regression/Classification. Given a drug SMILES string, predict its absorption, distribution, metabolism, or excretion properties. Task type varies by dataset: regression for continuous measurements (e.g., permeability, clearance, half-life) or binary classification for categorical outcomes (e.g., BBB penetration, CYP inhibition). Dataset: hlm. The molecule is Cc1nc(N2CCC[C@@H](N)C2)n(Cc2ccccc2C#N)c(=O)c1Br. The result is 0 (unstable in human liver microsomes).